This data is from Full USPTO retrosynthesis dataset with 1.9M reactions from patents (1976-2016). The task is: Predict the reactants needed to synthesize the given product. Given the product [NH2:1][C:2]1[CH:11]=[CH:10][C:9](/[CH:22]=[CH:23]/[CH2:24][O:25][CH3:26])=[CH:8][C:3]=1[C:4]([O:6][CH3:7])=[O:5], predict the reactants needed to synthesize it. The reactants are: [NH2:1][C:2]1[CH:11]=[CH:10][C:9](Br)=[CH:8][C:3]=1[C:4]([O:6][CH3:7])=[O:5].B1(/[CH:22]=[CH:23]/[CH2:24][O:25][CH3:26])OC(C)(C)C(C)(C)O1.[O-]P([O-])([O-])=O.[K+].[K+].[K+].C1(P(C2CCCCC2)C2C=CC=CC=2C2C(OC)=CC=CC=2OC)CCCCC1.